Dataset: Full USPTO retrosynthesis dataset with 1.9M reactions from patents (1976-2016). Task: Predict the reactants needed to synthesize the given product. Given the product [Cl:1][C:2]1[CH:3]=[N:4][CH:5]=[C:6]([F:9])[C:7]=1[N:19]1[CH2:24][CH2:23][CH:22]([OH:25])[CH2:21][CH2:20]1, predict the reactants needed to synthesize it. The reactants are: [Cl:1][C:2]1[CH:3]=[N:4][CH:5]=[C:6]([F:9])[C:7]=1I.CCN(C(C)C)C(C)C.[NH:19]1[CH2:24][CH2:23][CH:22]([OH:25])[CH2:21][CH2:20]1.